From a dataset of Retrosynthesis with 50K atom-mapped reactions and 10 reaction types from USPTO. Predict the reactants needed to synthesize the given product. (1) The reactants are: CCCC[Sn](CCCC)(CCCC)N=[N+]=[N-].N#Cc1ccc2[nH]nc(-c3ccc4ccccc4c3)c2c1. Given the product c1ccc2cc(-c3n[nH]c4ccc(-c5nnn[nH]5)cc34)ccc2c1, predict the reactants needed to synthesize it. (2) The reactants are: CC(C)C(C)O.Clc1cc(Cl)ncn1. Given the product CC(C)C(C)Oc1cc(Cl)ncn1, predict the reactants needed to synthesize it. (3) Given the product Cc1ccc(NC(=O)c2ccnc(N3CCCC3)c2)cc1-n1cnc2ccc(N3CCN(C)CC3)cc2c1=O, predict the reactants needed to synthesize it. The reactants are: C1CCNC1.Cc1ccc(NC(=O)c2ccnc(Cl)c2)cc1-n1cnc2ccc(N3CCN(C)CC3)cc2c1=O. (4) Given the product O=C1CCC(N(Cc2ccccc2)Cc2ccccc2)CC1, predict the reactants needed to synthesize it. The reactants are: O[C@H]1CC[C@H](N(Cc2ccccc2)Cc2ccccc2)CC1. (5) Given the product C/C=N/NC(=O)OC(C)(C)C, predict the reactants needed to synthesize it. The reactants are: CC(C)(C)OC(=O)NN.CC=O. (6) Given the product OCc1cccc(-c2csc3nc(C45CC6CC(CC(C6)C4)C5)cn23)c1, predict the reactants needed to synthesize it. The reactants are: CC1(C)OB(c2cccc(CO)c2)OC1(C)C.O=S(=O)(Oc1csc2nc(C34CC5CC(CC(C5)C3)C4)cn12)C(F)(F)F. (7) Given the product CNS(=O)(=O)Cc1ccc2[nH]cc(CCCN3CCN(c4ncncc4OC)CC3)c2c1, predict the reactants needed to synthesize it. The reactants are: CNS(=O)(=O)Cc1ccc2[nH]cc(CCCOS(C)(=O)=O)c2c1.COc1cncnc1N1CCNCC1. (8) The reactants are: CCOC(=O)c1nnn(-c2nc(C)c(C(=O)NCc3ccccc3)s2)c1C. Given the product Cc1nc(-n2nnc(C(=O)O)c2C)sc1C(=O)NCc1ccccc1, predict the reactants needed to synthesize it. (9) The reactants are: O=C(Nc1ccc2c(c1)CCC2)c1cc([N+](=O)[O-])ccc1-c1cccs1. Given the product Nc1ccc(-c2cccs2)c(C(=O)Nc2ccc3c(c2)CCC3)c1, predict the reactants needed to synthesize it. (10) Given the product CCOC(=O)C1CCN(c2nccs2)CC1, predict the reactants needed to synthesize it. The reactants are: Brc1nccs1.CCOC(=O)C1CCNCC1.